From a dataset of Full USPTO retrosynthesis dataset with 1.9M reactions from patents (1976-2016). Predict the reactants needed to synthesize the given product. (1) Given the product [F:15][C:14]([F:17])([F:16])[C:10]1[CH:9]=[C:8]([CH:13]=[CH:12][CH:11]=1)[CH2:7][CH:2]1[S:20][C:19]([NH2:21])=[N:18][C:3]1=[O:4], predict the reactants needed to synthesize it. The reactants are: Cl[CH:2]([CH2:7][C:8]1[CH:13]=[CH:12][CH:11]=[C:10]([C:14]([F:17])([F:16])[F:15])[CH:9]=1)[C:3](OC)=[O:4].[NH2:18][C:19]([NH2:21])=[S:20].CC([O-])=O.[Na+]. (2) Given the product [Cl:9][C:3]1[C:4]([CH2:7][CH3:8])=[N:5][S:6][C:2]=1[NH:1][C:26](=[O:27])[CH:25]([C:22]1[CH:23]=[CH:24][C:18]2[S:17][C:16]([CH2:15][CH:14]([CH3:13])[CH3:31])=[N:20][C:19]=2[CH:21]=1)[CH3:30], predict the reactants needed to synthesize it. The reactants are: [NH2:1][C:2]1[S:6][N:5]=[C:4]([CH2:7][CH3:8])[C:3]=1[Cl:9].C[O-].[Na+].[CH3:13][CH:14]([CH3:31])[CH2:15][C:16]1[S:17][C:18]2[CH:24]=[CH:23][C:22]([CH:25]([CH3:30])[C:26](OC)=[O:27])=[CH:21][C:19]=2[N:20]=1.